Dataset: Reaction yield outcomes from USPTO patents with 853,638 reactions. Task: Predict the reaction yield, written as a fraction of the theoretical maximum amount of product (1.0 means a 100% yield; for example, 0.34 means a 34% yield). (1) The reactants are [ClH:1].[CH3:2][C:3]1[NH:7][CH:6]=[N:5][C:4]=1/[CH:8]=[CH:9]/[C:10]([OH:12])=[O:11]. The catalyst is [Pd].O1CCCC1.O. The product is [ClH:1].[CH3:2][C:3]1[NH:7][CH:6]=[N:5][C:4]=1[CH2:8][CH2:9][C:10]([OH:12])=[O:11]. The yield is 0.830. (2) The product is [CH3:13][CH:14]([CH3:24])[CH2:15][CH2:16][CH2:17][CH2:18][CH2:19][CH2:20][C:21]([O:8][CH2:7][C:6]1[CH:9]=[CH:10][C:11]([OH:12])=[C:4]([O:3][CH2:1][CH3:2])[CH:5]=1)=[O:22]. The catalyst is CCCCCC. The reactants are [CH2:1]([O:3][C:4]1[CH:5]=[C:6]([CH:9]=[CH:10][C:11]=1[OH:12])[CH2:7][OH:8])[CH3:2].[CH3:13][CH:14]([CH3:24])[CH2:15][CH2:16][CH2:17][CH2:18][CH2:19][CH2:20][C:21](O)=[O:22].O. The yield is 0.888. (3) The reactants are [Br:1][C:2]1[C:7]([N+:8]([O-])=O)=[CH:6][CH:5]=[CH:4][C:3]=1[O:11][CH3:12].C([O-])([O-])=O.[Na+].[Na+]. The catalyst is C(O)(=O)C.C(O)C.O.[Fe]. The product is [Br:1][C:2]1[C:3]([O:11][CH3:12])=[CH:4][CH:5]=[CH:6][C:7]=1[NH2:8]. The yield is 0.910. (4) The reactants are [C:1]([O:5][C:6]([N:8]1[CH2:13][CH2:12][CH:11]([N:14]2[C:18]3=[N:19][CH:20]=[N:21][C:22](Cl)=[C:17]3[CH:16]=[N:15]2)[CH2:10][CH2:9]1)=[O:7])([CH3:4])([CH3:3])[CH3:2].[OH:24][C:25]1[CH:30]=[CH:29][C:28]([C:31]2[NH:35][N:34]=[N:33][N:32]=2)=[CH:27][CH:26]=1.C(=O)([O-])[O-].[K+].[K+]. No catalyst specified. The product is [C:1]([O:5][C:6]([N:8]1[CH2:13][CH2:12][CH:11]([N:14]2[C:18]3=[N:19][CH:20]=[N:21][C:22]([O:24][C:25]4[CH:30]=[CH:29][C:28]([C:31]5[NH:35][N:34]=[N:33][N:32]=5)=[CH:27][CH:26]=4)=[C:17]3[CH:16]=[N:15]2)[CH2:10][CH2:9]1)=[O:7])([CH3:4])([CH3:3])[CH3:2]. The yield is 0.130. (5) The reactants are [NH2:1][C@@H:2]([CH3:20])[CH2:3][N:4]1[CH:8]=[CH:7][C:6]([C:9]2[CH:16]=[CH:15][C:12]([C:13]#[N:14])=[C:11]([N+:17]([O-:19])=[O:18])[CH:10]=2)=[N:5]1.[C:21]([C:24]1[CH:28]=[C:27]([C:29](O)=[O:30])[NH:26][N:25]=1)(=[O:23])[CH3:22]. No catalyst specified. The product is [C:21]([C:24]1[CH:28]=[C:27]([C:29]([NH:1][C@@H:2]([CH3:20])[CH2:3][N:4]2[CH:8]=[CH:7][C:6]([C:9]3[CH:16]=[CH:15][C:12]([C:13]#[N:14])=[C:11]([N+:17]([O-:19])=[O:18])[CH:10]=3)=[N:5]2)=[O:30])[NH:26][N:25]=1)(=[O:23])[CH3:22]. The yield is 0.490. (6) The reactants are [CH3:1][C:2]1[O:3][C:4]([CH2:7][C:8]2[CH:13]=[CH:12][C:11](/[CH:14]=[CH:15]/[N+:16]([O-:18])=[O:17])=[CH:10][CH:9]=2)=[CH:5][CH:6]=1.C(O)(=O)C.CS(C)=O.[BH4-].[Na+]. The catalyst is O. The product is [CH3:1][C:2]1[O:3][C:4]([CH2:7][C:8]2[CH:13]=[CH:12][C:11]([CH2:14][CH2:15][N+:16]([O-:18])=[O:17])=[CH:10][CH:9]=2)=[CH:5][CH:6]=1. The yield is 0.770.